This data is from Full USPTO retrosynthesis dataset with 1.9M reactions from patents (1976-2016). The task is: Predict the reactants needed to synthesize the given product. (1) Given the product [CH3:1][O:2][C:3]([C:5]1[N:6]=[C:7]([NH:10][C:27](=[O:28])[C@@H:19]([NH:18][C:11]([O:13][C:14]([CH3:16])([CH3:15])[CH3:17])=[O:12])[CH2:20][C:21]2[CH:26]=[CH:25][CH:24]=[CH:23][CH:22]=2)[S:8][CH:9]=1)=[O:4], predict the reactants needed to synthesize it. The reactants are: [CH3:1][O:2][C:3]([C:5]1[N:6]=[C:7]([NH2:10])[S:8][CH:9]=1)=[O:4].[C:11]([NH:18][C@H:19]([C:27](O)=[O:28])[CH2:20][C:21]1[CH:26]=[CH:25][CH:24]=[CH:23][CH:22]=1)([O:13][C:14]([CH3:17])([CH3:16])[CH3:15])=[O:12].ON1C2C=CC=CC=2N=N1.C(N=C=NC(C)C)(C)C. (2) The reactants are: [Cl:1][C:2]1[N:7]=[C:6]([NH:8][C:9]2([C:12]([OH:14])=O)[CH2:11][CH2:10]2)[C:5]([Cl:15])=[CH:4][N:3]=1.CCN=C=NCCCN(C)C.C1C=CC2N(O)N=NC=2C=1.[NH2:37][C@@H:38]([C:41]1[CH:46]=[CH:45][CH:44]=[C:43]([Cl:47])[CH:42]=1)[CH2:39][OH:40].C(N(CC)CC)C. Given the product [Cl:47][C:43]1[CH:42]=[C:41]([CH:38]([NH:37][C:12]([C:9]2([NH:8][C:6]3[C:5]([Cl:15])=[CH:4][N:3]=[C:2]([Cl:1])[N:7]=3)[CH2:10][CH2:11]2)=[O:14])[CH2:39][OH:40])[CH:46]=[CH:45][CH:44]=1, predict the reactants needed to synthesize it. (3) Given the product [F:16][B-:17]([F:20])([F:19])[F:18].[C:1]1([N+:7]2[C:11]3[N:12]=[CH:13][CH:14]=[N:15][C:10]=3[N:9]([CH3:21])[CH:8]=2)[CH:2]=[CH:3][CH:4]=[CH:5][CH:6]=1, predict the reactants needed to synthesize it. The reactants are: [C:1]1([N:7]2[C:11]3[N:12]=[CH:13][CH:14]=[N:15][C:10]=3[N:9]=[CH:8]2)[CH:6]=[CH:5][CH:4]=[CH:3][CH:2]=1.[F:16][B-:17]([F:20])([F:19])[F:18].[CH3:21][O+](C)C. (4) Given the product [Br:1][C:2]1[C:6]([C:7]([CH3:15])([CH3:14])[O:8][SiH2:9][C:10]([CH3:13])([CH3:12])[CH3:11])=[N:5][N:4]([CH:17]2[CH2:18][CH2:19][CH2:20][CH2:21][O:16]2)[CH:3]=1.[Br:1][C:2]1[CH:3]=[N:4][N:5]([CH:17]2[CH2:18][CH2:19][CH2:20][CH2:21][O:16]2)[C:6]=1[C:7]([CH3:15])([CH3:14])[O:8][SiH2:9][C:10]([CH3:13])([CH3:12])[CH3:11], predict the reactants needed to synthesize it. The reactants are: [Br:1][C:2]1[CH:3]=[N:4][NH:5][C:6]=1[C:7]([CH3:15])([CH3:14])[O:8][SiH2:9][C:10]([CH3:13])([CH3:12])[CH3:11].[O:16]1[CH:21]=[CH:20][CH2:19][CH2:18][CH2:17]1.[H-].[Na+]. (5) The reactants are: [Br:1][C:2]1[CH:3]=[N:4][N:5]([CH2:8][C:9]2([OH:17])[CH2:14][CH2:13][CH2:12][C:11]([CH3:16])([CH3:15])[CH2:10]2)[C:6]=1[CH3:7].[H-].[Na+].[CH3:20][S:21]([CH:24]=[CH2:25])(=[O:23])=[O:22]. Given the product [Br:1][C:2]1[CH:3]=[N:4][N:5]([CH2:8][C:9]2([O:17][CH2:25][CH2:24][S:21]([CH3:20])(=[O:23])=[O:22])[CH2:14][CH2:13][CH2:12][C:11]([CH3:15])([CH3:16])[CH2:10]2)[C:6]=1[CH3:7], predict the reactants needed to synthesize it. (6) Given the product [I:17][C:5]1[CH:6]=[C:7]([C:8]([OH:10])=[O:9])[C:2](=[O:1])[N:3]([C:11]2[CH:16]=[CH:15][CH:14]=[CH:13][CH:12]=2)[CH:4]=1, predict the reactants needed to synthesize it. The reactants are: [O:1]=[C:2]1[C:7]([C:8]([OH:10])=[O:9])=[CH:6][CH:5]=[CH:4][N:3]1[C:11]1[CH:16]=[CH:15][CH:14]=[CH:13][CH:12]=1.[I:17]N1C(=O)CCC1=O.O. (7) Given the product [CH3:22][C:21]1[C:16]([N:13]2[CH2:14][CH2:15][N:10]([C:8]([C:5]3[N:6]=[CH:7][C:2]([N:27]4[CH2:28][CH2:29][N:25]([CH3:24])[C:26]4=[O:30])=[N:3][CH:4]=3)=[O:9])[CH2:11][CH2:12]2)=[N:17][CH:18]=[C:19]([CH3:23])[CH:20]=1, predict the reactants needed to synthesize it. The reactants are: Br[C:2]1[N:3]=[CH:4][C:5]([C:8]([N:10]2[CH2:15][CH2:14][N:13]([C:16]3[C:21]([CH3:22])=[CH:20][C:19]([CH3:23])=[CH:18][N:17]=3)[CH2:12][CH2:11]2)=[O:9])=[N:6][CH:7]=1.[CH3:24][N:25]1[CH2:29][CH2:28][NH:27][C:26]1=[O:30].